Dataset: Catalyst prediction with 721,799 reactions and 888 catalyst types from USPTO. Task: Predict which catalyst facilitates the given reaction. (1) Reactant: C(OC(=O)[NH:10][C@H:11]([C:23]([NH:25][CH2:26][CH2:27][NH:28][C:29]([O:31][C:32]([CH3:35])([CH3:34])[CH3:33])=[O:30])=[O:24])[CH2:12][CH2:13][CH2:14][NH:15][C:16]([O:18][C:19]([CH3:22])([CH3:21])[CH3:20])=[O:17])C1C=CC=CC=1. Product: [C:19]([O:18][C:16]([NH:15][CH2:14][CH2:13][CH2:12][C@@H:11]([C:23]([NH:25][CH2:26][CH2:27][NH:28][C:29]([O:31][C:32]([CH3:35])([CH3:34])[CH3:33])=[O:30])=[O:24])[NH2:10])=[O:17])([CH3:22])([CH3:21])[CH3:20]. The catalyst class is: 29. (2) Reactant: [F:1][C:2]1[CH:3]=[C:4]([CH2:8][CH2:9][C:10]([NH:12][NH:13][C:14]([C:16]2[CH:21]=[CH:20][N:19]=[C:18]([NH:22][C:23](=[O:29])[O:24][C:25]([CH3:28])([CH3:27])[CH3:26])[CH:17]=2)=[O:15])=O)[CH:5]=[CH:6][CH:7]=1.C1(C)C=CC(S(Cl)(=O)=O)=CC=1.C(N(CC)CC)C. Product: [F:1][C:2]1[CH:3]=[C:4]([CH2:8][CH2:9][C:10]2[O:15][C:14]([C:16]3[CH:21]=[CH:20][N:19]=[C:18]([NH:22][C:23](=[O:29])[O:24][C:25]([CH3:28])([CH3:27])[CH3:26])[CH:17]=3)=[N:13][N:12]=2)[CH:5]=[CH:6][CH:7]=1. The catalyst class is: 54.